From a dataset of hERG Central: cardiac toxicity at 1µM, 10µM, and general inhibition. Predict hERG channel inhibition at various concentrations. (1) The molecule is CNC(=O)NNC(=O)c1csc(Cc2c(Cl)sc3ccc(Cl)cc23)n1. Results: hERG_inhib (hERG inhibition (general)): blocker. (2) The drug is CCOC(=O)c1cc(NC(=O)CNCC(c2ccccc2)N(C)C)cc(C(=O)OCC)c1.O=C(O)C(=O)O. Results: hERG_inhib (hERG inhibition (general)): blocker. (3) The drug is COCCNC(=S)Nc1ccc2nc(N3CCCC3)cc(C)c2c1. Results: hERG_inhib (hERG inhibition (general)): blocker. (4) The compound is Cc1cc(N2CCN(c3ccccc3)CC2)nc(-n2nc(C)cc2C)n1. Results: hERG_inhib (hERG inhibition (general)): blocker. (5) The molecule is CN(CC(=O)Nc1ccccc1Br)C(=O)C1CCN(C(=O)c2ccc(Cl)cc2)CC1. Results: hERG_inhib (hERG inhibition (general)): blocker.